From a dataset of Reaction yield outcomes from USPTO patents with 853,638 reactions. Predict the reaction yield, written as a fraction of the theoretical maximum amount of product (1.0 means a 100% yield; for example, 0.34 means a 34% yield). (1) The product is [F:18][C:17]1[C:12]([NH:11][C@@H:7]2[CH2:8][CH2:9][CH2:10][N:5]([C:1](=[O:4])[CH:2]=[CH2:3])[CH2:6]2)=[N:13][C:14]([NH:19][C:20]2[CH:21]=[C:22]3[C:27](=[CH:28][CH:29]=2)[CH2:26][N:25]([CH:62]2[CH2:63][O:60][CH2:61]2)[CH2:24][CH2:23]3)=[N:15][CH:16]=1. The catalyst is C(O)(C(F)(F)F)=O. The yield is 0.189. The reactants are [C:1]([N:5]1[CH2:10][CH2:9][CH2:8][C@@H:7]([NH:11][C:12]2[C:17]([F:18])=[CH:16][N:15]=[C:14]([NH:19][C:20]3[CH:21]=[C:22]4[C:27](=[CH:28][CH:29]=3)[CH2:26][N:25](C(OC(C)(C)C)=O)[CH2:24][CH2:23]4)[N:13]=2)[CH2:6]1)(=[O:4])[CH:2]=[CH2:3].CCN(C(C)C)C(C)C.[BH-](OC(C)=O)(OC(C)=O)OC(C)=O.[Na+].[O:60]1[CH2:63][C:62](=O)[CH2:61]1. (2) The reactants are [C:1](Cl)(=[O:3])[CH3:2].[CH:5]1(CN)[CH2:10][CH2:9][CH2:8][CH2:7][CH2:6]1.O.[N:14]1C=CC=[CH:16][CH:15]=1. No catalyst specified. The product is [C:1]([N:14]([CH:5]1[CH2:6][CH2:7][CH2:8][CH2:9][CH2:10]1)[CH2:15][CH3:16])(=[O:3])[CH3:2]. The yield is 0.980. (3) The reactants are [CH2:1]([N:3]1[CH2:7][CH2:6][CH2:5][C@H:4]1[CH2:8][O:9][C:10]1[CH:19]=[CH:18][C:17]2[C:12](=[CH:13][CH:14]=[C:15](Br)[CH:16]=2)[CH:11]=1)[CH3:2].ClCCl.C([O-])(=O)C.[K+].Br[C:30]1[C:38]2[C:33](=[CH:34][CH:35]=[C:36]([C:39]#[N:40])[CH:37]=2)[N:32]([CH:41]2[CH2:46][CH2:45][CH2:44][CH2:43][O:42]2)[N:31]=1.C(=O)([O-])[O-].[K+].[K+]. The catalyst is CN(C)C=O.C(OCC)(=O)C. The product is [CH2:1]([N:3]1[CH2:7][CH2:6][CH2:5][C@H:4]1[CH2:8][O:9][C:10]1[CH:11]=[C:12]2[C:17](=[CH:18][CH:19]=1)[CH:16]=[C:15]([C:30]1[C:38]3[C:33](=[CH:34][CH:35]=[C:36]([C:39]#[N:40])[CH:37]=3)[N:32]([CH:41]3[CH2:46][CH2:45][CH2:44][CH2:43][O:42]3)[N:31]=1)[CH:14]=[CH:13]2)[CH3:2]. The yield is 0.160. (4) The reactants are [CH2:1]([O:8][CH2:9][CH2:10][O:11][C:12]1[CH:17]=[CH:16][C:15]([NH:18][C:19](=[O:29])[CH2:20][C:21]2[CH:26]=[CH:25][C:24](Br)=[CH:23][C:22]=2[F:28])=[CH:14][C:13]=1[C:30]([F:33])([F:32])[F:31])[C:2]1[CH:7]=[CH:6][CH:5]=[CH:4][CH:3]=1.[CH3:34][C:35]1([CH3:51])[C:39]([CH3:41])([CH3:40])[O:38][B:37]([B:37]2[O:38][C:39]([CH3:41])([CH3:40])[C:35]([CH3:51])([CH3:34])[O:36]2)[O:36]1.CC([O-])=O.[K+]. The catalyst is O1CCOCC1.C1C=CC(P(C2C=CC=CC=2)[C-]2C=CC=C2)=CC=1.C1C=CC(P(C2C=CC=CC=2)[C-]2C=CC=C2)=CC=1.Cl[Pd]Cl.[Fe+2]. The product is [CH2:1]([O:8][CH2:9][CH2:10][O:11][C:12]1[CH:17]=[CH:16][C:15]([NH:18][C:19](=[O:29])[CH2:20][C:21]2[CH:26]=[CH:25][C:24]([B:37]3[O:38][C:39]([CH3:41])([CH3:40])[C:35]([CH3:51])([CH3:34])[O:36]3)=[CH:23][C:22]=2[F:28])=[CH:14][C:13]=1[C:30]([F:33])([F:32])[F:31])[C:2]1[CH:7]=[CH:6][CH:5]=[CH:4][CH:3]=1. The yield is 0.551. (5) The reactants are [C:1]([OH:9])(=O)[C:2]1[CH:7]=[CH:6][CH:5]=[CH:4][CH:3]=1.Cl.CN(C)CCCN=C=NCC.O.OC1C2N=NNC=2C=CC=1.[NH2:33][CH2:34][CH2:35][N:36]1[C:44]2[CH:43]=[C:42]3[NH:45][C:46]([C:48]4[C:56]5[C:51](=[CH:52][CH:53]=[CH:54][CH:55]=5)[NH:50][N:49]=4)=[N:47][C:41]3=[CH:40][C:39]=2[C:38]([CH3:58])([CH3:57])[C:37]1=[O:59]. The catalyst is ClCCl.CN(C=O)C. The product is [NH:50]1[C:51]2[C:56](=[CH:55][CH:54]=[CH:53][CH:52]=2)[C:48]([C:46]2[NH:45][C:42]3[C:41]([N:47]=2)=[CH:40][C:39]2[C:38]([CH3:57])([CH3:58])[C:37](=[O:59])[N:36]([CH2:35][CH2:34][NH:33][C:1](=[O:9])[C:2]4[CH:3]=[CH:4][CH:5]=[CH:6][CH:7]=4)[C:44]=2[CH:43]=3)=[N:49]1. The yield is 0.280. (6) The reactants are [Br:1][C:2]1[C:3](=[O:18])[N:4]([CH2:10][C:11]2[CH:16]=[N:15][C:14]([CH3:17])=[CH:13][N:12]=2)[C:5]([CH3:9])=[CH:6][C:7]=1[OH:8].C(=O)([O-])[O-].[K+].[K+].[F:25][C:26]1[CH:33]=[C:32]([F:34])[CH:31]=[CH:30][C:27]=1[CH2:28]Br. The catalyst is CC(N(C)C)=O. The product is [Br:1][C:2]1[C:3](=[O:18])[N:4]([CH2:10][C:11]2[CH:16]=[N:15][C:14]([CH3:17])=[CH:13][N:12]=2)[C:5]([CH3:9])=[CH:6][C:7]=1[O:8][CH2:28][C:27]1[CH:30]=[CH:31][C:32]([F:34])=[CH:33][C:26]=1[F:25]. The yield is 0.380. (7) The reactants are [N+:1]([C:4]1[CH:5]=[C:6]2[C:10](=[CH:11][CH:12]=1)[NH:9][CH:8]=[CH:7]2)([O-:3])=[O:2].[CH3:13][Mg]Br.ClC1C(=O)C(Cl)=C(Cl)C(=O)C=1Cl.CCOC(C)=O.CCCCCC. The catalyst is C1COCC1. The product is [CH3:13][C:5]1[C:4]([N+:1]([O-:3])=[O:2])=[CH:12][CH:11]=[C:10]2[C:6]=1[CH:7]=[CH:8][NH:9]2. The yield is 0.800. (8) The reactants are Cl[CH2:2][C:3](=[O:5])[CH3:4].[Cl:6][C:7]1[CH:12]=[CH:11][C:10]([SH:13])=[CH:9][CH:8]=1.[OH-].[Na+]. The catalyst is O. The product is [Cl:6][C:7]1[CH:12]=[CH:11][C:10]([S:13][CH2:2][C:3](=[O:5])[CH3:4])=[CH:9][CH:8]=1. The yield is 0.990. (9) The catalyst is ClCCl. The yield is 0.850. The product is [CH2:1]([O:3][C:4]([C:6]1[C:10]([CH3:11])=[CH:9][NH:8][C:7]=1[CH2:12][C:13](=[O:15])[NH:29][CH2:33][CH2:27][N:25]1[CH2:24][CH2:23][O:42][CH2:41][CH2:26]1)=[O:5])[CH3:2]. The reactants are [CH2:1]([O:3][C:4]([C:6]1[C:10]([CH3:11])=[CH:9][NH:8][C:7]=1[CH2:12][C:13]([OH:15])=O)=[O:5])[CH3:2].Cl.C(N=C=NC[CH2:23][CH2:24][N:25]([CH3:27])[CH3:26])C.O[N:29]1[C:33]2C=CC=CC=2N=N1.O.CN(C)[CH:41]=[O:42].